This data is from Protein-peptide binding for MDM2, ACE2, and 12ca5 with 34 validated binders. The task is: Binary Classification. Given protein and peptide amino acid sequences, predict whether they interact or not. (1) The protein target is MDM2 with sequence MCNTNMSVPTDGAVTTSQIPASEQETLVRPKPLLLKLLKSVGAQKDTYTMKEVLFYLGQYIMTKRLYDEKQQHIVYCSNDLLGDLFGVPSFSVKEHRKIYTMIYRNLVVVNQQESSDSGTSVSENRCHLEGGSDQKDLVQELQEEKPSSSHLVSRPSTSSRRRAISETEENSDELSGERQRKRHKSDSISLSFDESLALCVIREICCERSSSSESTGTPSNPDLDAGVSEHSGDWLDQDSVSDQFSVEFEVESLDSEDYSLSEEGQELSDEDDEVYQVTVYQAGESDTDSFEEDPEISLADYWKCTSCNEMNPPLPSHCNRCWALRENWLPEDKGKDKGEISEKAKLENSTQAEEGFDVPDCKKTIVNDSRESCVEENDDKITQASQSQESEDYSQPSTSSSIIYSSQEDVKEFEREETQDKEESVESSLPLNAIEPCVICQGRPKNGCIVHGKTGHLMACFTCAKKLKKRNKPCPVCRQPIQMIVLTYFP. The peptide is LTWEHYLAQQTSK. (2) The protein target is MDM2 with sequence MCNTNMSVPTDGAVTTSQIPASEQETLVRPKPLLLKLLKSVGAQKDTYTMKEVLFYLGQYIMTKRLYDEKQQHIVYCSNDLLGDLFGVPSFSVKEHRKIYTMIYRNLVVVNQQESSDSGTSVSENRCHLEGGSDQKDLVQELQEEKPSSSHLVSRPSTSSRRRAISETEENSDELSGERQRKRHKSDSISLSFDESLALCVIREICCERSSSSESTGTPSNPDLDAGVSEHSGDWLDQDSVSDQFSVEFEVESLDSEDYSLSEEGQELSDEDDEVYQVTVYQAGESDTDSFEEDPEISLADYWKCTSCNEMNPPLPSHCNRCWALRENWLPEDKGKDKGEISEKAKLENSTQAEEGFDVPDCKKTIVNDSRESCVEENDDKITQASQSQESEDYSQPSTSSSIIYSSQEDVKEFEREETQDKEESVESSLPLNAIEPCVICQGRPKNGCIVHGKTGHLMACFTCAKKLKKRNKPCPVCRQPIQMIVLTYFP. The peptide is TSFAAYWNALAAK.